This data is from Reaction yield outcomes from USPTO patents with 853,638 reactions. The task is: Predict the reaction yield, written as a fraction of the theoretical maximum amount of product (1.0 means a 100% yield; for example, 0.34 means a 34% yield). (1) The reactants are [CH3:1][O:2][C:3]1[CH:4]=[C:5]2[C:10](=[CH:11][C:12]=1[O:13][CH3:14])[CH2:9][N:8]([CH2:15][C:16]([O:18]C)=[O:17])[CH2:7][CH2:6]2.[ClH:20]. The catalyst is O1CCOCC1. The product is [ClH:20].[CH3:1][O:2][C:3]1[CH:4]=[C:5]2[C:10](=[CH:11][C:12]=1[O:13][CH3:14])[CH2:9][N:8]([CH2:15][C:16]([OH:18])=[O:17])[CH2:7][CH2:6]2. The yield is 0.810. (2) The reactants are [O:1]=[S:2]1(=[O:28])[C:8]2[CH:9]=[C:10]([OH:15])[C:11]([O:13][CH3:14])=[CH:12][C:7]=2[N:6]([C:16]2[CH:21]=[CH:20][CH:19]=[CH:18][CH:17]=2)[CH2:5][C:4]([CH2:24][CH2:25][CH2:26][CH3:27])([CH2:22][CH3:23])[CH2:3]1.Br[CH2:30][C:31]([O:33][CH2:34][CH3:35])=[O:32].C(=O)([O-])[O-].[Na+].[Na+]. The catalyst is [Br-].C([N+](CCCC)(CCCC)CCCC)CCC.CC#N. The product is [O:28]=[S:2]1(=[O:1])[C:8]2[CH:9]=[C:10]([O:15][CH2:30][C:31]([O:33][CH2:34][CH3:35])=[O:32])[C:11]([O:13][CH3:14])=[CH:12][C:7]=2[N:6]([C:16]2[CH:17]=[CH:18][CH:19]=[CH:20][CH:21]=2)[CH2:5][C:4]([CH2:24][CH2:25][CH2:26][CH3:27])([CH2:22][CH3:23])[CH2:3]1. The yield is 0.980. (3) The reactants are [Cl:1][C:2]1[CH:7]=[CH:6][C:5]([S:8]([N:11]([CH2:19][C:20]2[CH:29]=[CH:28][C:23]([C:24]([O:26]C)=[O:25])=[CH:22][CH:21]=2)[CH2:12][C:13]2[CH:18]=[CH:17][CH:16]=[CH:15][N:14]=2)(=[O:10])=[O:9])=[CH:4][CH:3]=1.[OH-].[Na+].O. The catalyst is C1COCC1.C(#N)C. The product is [Cl:1][C:2]1[CH:7]=[CH:6][C:5]([S:8]([N:11]([CH2:19][C:20]2[CH:21]=[CH:22][C:23]([C:24]([OH:26])=[O:25])=[CH:28][CH:29]=2)[CH2:12][C:13]2[CH:18]=[CH:17][CH:16]=[CH:15][N:14]=2)(=[O:10])=[O:9])=[CH:4][CH:3]=1. The yield is 0.940. (4) The reactants are C[Si](Cl)(C)C.Br[CH2:7][C:8]([O:10][CH2:11][CH3:12])=[O:9].Br[C:14]1[CH:23]=[CH:22][C:21]2[C:16](=[CH:17][CH:18]=[CH:19][CH:20]=2)[N:15]=1.C(OCC)(=O)C. The yield is 0.480. The catalyst is C1COCC1.[Zn].C1C=CC(P(C2C=CC=CC=2)[C-]2C=CC=C2)=CC=1.C1C=CC(P(C2C=CC=CC=2)[C-]2C=CC=C2)=CC=1.Cl[Pd]Cl.[Fe+2].O. The product is [CH2:11]([O:10][C:8](=[O:9])[CH2:7][C:14]1[CH:23]=[CH:22][C:21]2[C:16](=[CH:17][CH:18]=[CH:19][CH:20]=2)[N:15]=1)[CH3:12].